From a dataset of Peptide-MHC class I binding affinity with 185,985 pairs from IEDB/IMGT. Regression. Given a peptide amino acid sequence and an MHC pseudo amino acid sequence, predict their binding affinity value. This is MHC class I binding data. (1) The peptide sequence is GFIGSQKGNI. The MHC is H-2-Kd with pseudo-sequence H-2-Kd. The binding affinity (normalized) is 0.384. (2) The MHC is HLA-A02:03 with pseudo-sequence HLA-A02:03. The binding affinity (normalized) is 0.0847. The peptide sequence is RPAGARAAF. (3) The MHC is HLA-A68:02 with pseudo-sequence HLA-A68:02. The binding affinity (normalized) is 0.454. The peptide sequence is KVIKLVKSL. (4) The MHC is Mamu-B08 with pseudo-sequence Mamu-B08. The binding affinity (normalized) is 0.142. The peptide sequence is PRELIFQVWQR.